The task is: Predict the reaction yield, written as a fraction of the theoretical maximum amount of product (1.0 means a 100% yield; for example, 0.34 means a 34% yield).. This data is from Reaction yield outcomes from USPTO patents with 853,638 reactions. (1) The reactants are [N:1]1[CH:6]=[CH:5][CH:4]=[C:3]([CH2:7][OH:8])[N:2]=1.S(Cl)(Cl)=O.[CH:13]1([NH:16][C:17](=[O:35])[C:18]2[CH:23]=[CH:22][C:21]([CH3:24])=[C:20]([NH:25][C:26](=[O:34])[C:27]3[CH:32]=[CH:31][C:30](O)=[CH:29][CH:28]=3)[CH:19]=2)[CH2:15][CH2:14]1.C(=O)([O-])[O-].[Cs+].[Cs+]. The catalyst is C(Cl)Cl.CS(C)=O.[I-].C([N+](CCCC)(CCCC)CCCC)CCC. The product is [CH:13]1([NH:16][C:17](=[O:35])[C:18]2[CH:23]=[CH:22][C:21]([CH3:24])=[C:20]([NH:25][C:26](=[O:34])[C:27]3[CH:28]=[CH:29][C:30]([O:8][CH2:7][C:3]4[N:2]=[N:1][CH:6]=[CH:5][CH:4]=4)=[CH:31][CH:32]=3)[CH:19]=2)[CH2:15][CH2:14]1. The yield is 0.0590. (2) The reactants are [CH3:1][C:2]1[C:7]([OH:8])=[CH:6][CH:5]=[CH:4][N:3]=1.[OH-].C([N+](CCCC)(CCCC)CCCC)CCC.Br[CH2:28][C:29]1[CH:34]=[CH:33][CH:32]=[CH:31][CH:30]=1. The catalyst is CC#N. The product is [CH2:28]([O:8][C:7]1[C:2]([CH3:1])=[N:3][CH:4]=[CH:5][CH:6]=1)[C:29]1[CH:34]=[CH:33][CH:32]=[CH:31][CH:30]=1. The yield is 0.880. (3) The yield is 0.760. The product is [Cl:1][C:2]1[N:11]=[CH:10][C:9]2[N:8]([CH2:17][CH:18]3[CH2:20][CH2:19]3)[C:7](=[O:12])[CH:6]3[CH2:13][O:14][CH2:15][CH2:16][N:5]3[C:4]=2[N:3]=1. The catalyst is CS(C)=O. The reactants are [Cl:1][C:2]1[N:11]=[CH:10][C:9]2[NH:8][C:7](=[O:12])[CH:6]3[CH2:13][O:14][CH2:15][CH2:16][N:5]3[C:4]=2[N:3]=1.[CH3:17][C:18]([O-])([CH3:20])[CH3:19].[Na+].BrCC1CC1. (4) The reactants are [CH2:1]([O:8][C:9]([N:11]1[CH2:15][C:14](=[O:16])[N:13]=[C:12]1[NH2:17])=[O:10])[C:2]1[CH:7]=[CH:6][CH:5]=[CH:4][CH:3]=1.[F:18][C:19]([F:33])([F:32])[C:20]1[CH:27]=[C:26]([C:28]([F:31])([F:30])[F:29])[CH:25]=[CH:24][C:21]=1[CH2:22]Br.C([O-])([O-])=O.[K+].[K+]. The catalyst is C(#N)C. The yield is 0.524. The product is [CH2:1]([O:8][C:9]([N:11]1[CH2:15][C:14](=[O:16])[N:13]=[C:12]1[NH:17][CH2:22][C:21]1[CH:24]=[CH:25][C:26]([C:28]([F:31])([F:30])[F:29])=[CH:27][C:20]=1[C:19]([F:18])([F:32])[F:33])=[O:10])[C:2]1[CH:7]=[CH:6][CH:5]=[CH:4][CH:3]=1.